This data is from Catalyst prediction with 721,799 reactions and 888 catalyst types from USPTO. The task is: Predict which catalyst facilitates the given reaction. Reactant: Cl[C:2]1[C:3]2[C:4](=[CH:18][N:19](CC3C=CC(OC)=CC=3)[N:20]=2)[N:5]=[C:6]([C:8]2[CH:13]=[CH:12][C:11]([O:14][CH3:15])=[C:10]([O:16][CH3:17])[CH:9]=2)[N:7]=1.[NH:30]1[C:38]2[C:33](=[CH:34][CH:35]=[C:36]([NH2:39])[CH:37]=2)[CH:32]=[N:31]1.Cl. Product: [CH3:17][O:16][C:10]1[CH:9]=[C:8]([C:6]2[N:7]=[C:2]([NH:39][C:36]3[CH:37]=[C:38]4[C:33]([CH:32]=[N:31][NH:30]4)=[CH:34][CH:35]=3)[C:3]3[NH:20][N:19]=[CH:18][C:4]=3[N:5]=2)[CH:13]=[CH:12][C:11]=1[O:14][CH3:15]. The catalyst class is: 71.